From a dataset of Full USPTO retrosynthesis dataset with 1.9M reactions from patents (1976-2016). Predict the reactants needed to synthesize the given product. Given the product [Cl:1][C:2]1[CH:7]=[CH:6][C:5]([C:8]#[C:9][C:10]2[CH:11]=[CH:12][C:13]([O:14][CH2:15][CH2:16][NH:17][CH2:18][C:19]3[CH:20]=[CH:21][C:22]([CH2:25][NH:37][CH2:32][CH2:33][CH:34]([CH3:36])[CH3:35])=[CH:23][CH:24]=3)=[CH:30][CH:31]=2)=[CH:4][CH:3]=1, predict the reactants needed to synthesize it. The reactants are: [Cl:1][C:2]1[CH:7]=[CH:6][C:5]([C:8]#[C:9][C:10]2[CH:31]=[CH:30][C:13]([O:14][CH2:15][CH2:16][NH:17][CH2:18][C:19]3[CH:24]=[CH:23][C:22]([CH2:25]NCCC)=[CH:21][CH:20]=3)=[CH:12][CH:11]=2)=[CH:4][CH:3]=1.[CH2:32]([NH2:37])[CH2:33][CH:34]([CH3:36])[CH3:35].